The task is: Predict the product of the given reaction.. This data is from Forward reaction prediction with 1.9M reactions from USPTO patents (1976-2016). Given the reactants [CH3:1][Li].[C:3]1([CH:9]([CH3:14])[CH2:10][C:11]([OH:13])=O)[CH:8]=[CH:7][CH:6]=[CH:5][CH:4]=1, predict the reaction product. The product is: [C:3]1([CH:9]([CH3:14])[CH2:10][C:11](=[O:13])[CH3:1])[CH:4]=[CH:5][CH:6]=[CH:7][CH:8]=1.